Dataset: Full USPTO retrosynthesis dataset with 1.9M reactions from patents (1976-2016). Task: Predict the reactants needed to synthesize the given product. Given the product [Cl:1][C:2]1[CH:7]=[C:6]([Cl:8])[CH:5]=[CH:4][C:3]=1[O:9][CH2:13][CH2:14][Cl:15], predict the reactants needed to synthesize it. The reactants are: [Cl:1][C:2]1[CH:7]=[C:6]([Cl:8])[CH:5]=[CH:4][C:3]=1[OH:9].[H-].[Na+].Br[CH2:13][CH2:14][Cl:15].